This data is from Catalyst prediction with 721,799 reactions and 888 catalyst types from USPTO. The task is: Predict which catalyst facilitates the given reaction. (1) Reactant: [CH2:1]([N:8]1[CH2:13][CH2:12][C:11](=[O:14])[CH:10]([CH3:15])[CH2:9]1)[C:2]1[CH:7]=[CH:6][CH:5]=[CH:4][CH:3]=1.[F:16][C:17]([Si](C)(C)C)([F:19])[F:18].[F-].C([N+](CCCC)(CCCC)CCCC)CCC.Cl. Product: [CH2:1]([N:8]1[CH2:13][CH2:12][C:11]([OH:14])([C:17]([F:19])([F:18])[F:16])[CH:10]([CH3:15])[CH2:9]1)[C:2]1[CH:3]=[CH:4][CH:5]=[CH:6][CH:7]=1. The catalyst class is: 7. (2) Reactant: [CH2:1](I)[CH3:2].C(=O)([O-])[O-].[K+].[K+].[CH3:10][C:11]([C:30]1[CH:35]=[CH:34][C:33]([C:36]2[N-:40][N:39]=[N:38][N:37]=2)=[CH:32][CH:31]=1)([C:15]1[CH:20]=[CH:19][C:18]([C:21](=[O:29])[CH2:22][C:23]2[CH:28]=[CH:27][CH:26]=[CH:25][N:24]=2)=[CH:17][CH:16]=1)[CH:12]([CH3:14])[CH3:13].[CH3:41][CH2:42]OC(C)=O. Product: [CH2:41]([N:38]1[N:39]=[N:40][C:36]([C:33]2[CH:32]=[CH:31][C:30]([C:11]([C:15]3[CH:16]=[CH:17][C:18]([C:21](=[O:29])[CH:22]([C:23]4[CH:28]=[CH:27][CH:26]=[CH:25][N:24]=4)[CH2:1][CH3:2])=[CH:19][CH:20]=3)([CH3:10])[CH:12]([CH3:14])[CH3:13])=[CH:35][CH:34]=2)=[N:37]1)[CH3:42]. The catalyst class is: 3. (3) Reactant: [NH2:1][C:2]1([C:7]([OH:9])=[O:8])[CH2:6][CH2:5][CH2:4][CH2:3]1.C(N(CC)CC)C.[CH3:17][O:18][C:19]1[CH:24]=[CH:23][C:22]([S:25](Cl)(=[O:27])=[O:26])=[CH:21][CH:20]=1.Cl. The catalyst class is: 38. Product: [CH3:17][O:18][C:19]1[CH:20]=[CH:21][C:22]([S:25]([NH:1][C:2]2([C:7]([OH:9])=[O:8])[CH2:6][CH2:5][CH2:4][CH2:3]2)(=[O:27])=[O:26])=[CH:23][CH:24]=1. (4) Reactant: [Cl:1][C:2]1[C:3]([C:11]#[N:12])=[N:4][CH:5]=[C:6]([N+:8]([O-])=O)[CH:7]=1.[Cl-].[Ca+2].[Cl-]. Product: [NH2:8][C:6]1[CH:7]=[C:2]([Cl:1])[C:3]([C:11]#[N:12])=[N:4][CH:5]=1. The catalyst class is: 447. (5) Reactant: [OH:1][CH2:2][C:3]1[N:4]([C:14]2[CH:19]=[CH:18][CH:17]=[CH:16][CH:15]=2)[C:5](=[O:13])[C:6]2[N:7]([CH:9]=[CH:10][C:11]=2[CH3:12])[CH:8]=1. Product: [CH3:12][C:11]1[CH:10]=[CH:9][N:7]2[CH:8]=[C:3]([CH:2]=[O:1])[N:4]([C:14]3[CH:15]=[CH:16][CH:17]=[CH:18][CH:19]=3)[C:5](=[O:13])[C:6]=12. The catalyst class is: 177.